Dataset: Full USPTO retrosynthesis dataset with 1.9M reactions from patents (1976-2016). Task: Predict the reactants needed to synthesize the given product. (1) Given the product [Cl:14][C:15]1[CH:20]=[CH:19][C:18]([NH:21][C:22]([S:23][CH3:24])=[C:5]([S:2]([CH3:1])(=[O:4])=[O:3])[C:6]#[N:7])=[CH:17][CH:16]=1, predict the reactants needed to synthesize it. The reactants are: [CH3:1][S:2]([CH2:5][C:6]#[N:7])(=[O:4])=[O:3].C(=O)([O-])[O-].[K+].[K+].[Cl:14][C:15]1[CH:20]=[CH:19][C:18]([N:21]=[C:22]=[S:23])=[CH:17][CH:16]=1.[CH3:24]I. (2) Given the product [F:1][C:2]1[CH:3]=[CH:4][C:5]([N+:9]([O-:11])=[O:10])=[C:6]([CH:7]=1)[O:8][CH2:15][CH2:16][CH2:17][O:18][CH:19]1[CH2:24][CH2:23][CH2:22][CH2:21][O:20]1, predict the reactants needed to synthesize it. The reactants are: [F:1][C:2]1[CH:3]=[CH:4][C:5]([N+:9]([O-:11])=[O:10])=[C:6]([OH:8])[CH:7]=1.[OH-].[K+].Br[CH2:15][CH2:16][CH2:17][O:18][CH:19]1[CH2:24][CH2:23][CH2:22][CH2:21][O:20]1. (3) The reactants are: [CH:1]1([N:4]([CH:18]2[CH2:23][CH2:22][NH:21][CH2:20][CH2:19]2)[S:5]([C:8]2[CH:13]=[CH:12][CH:11]=[C:10]([C:14]([F:17])([F:16])[F:15])[CH:9]=2)(=[O:7])=[O:6])[CH2:3][CH2:2]1.C1C=CC2N(O)N=NC=2C=1.CCN=C=NCCCN(C)C.[C:45]([O:49][C:50]([NH:52][C@H:53]1[CH2:58][CH2:57][CH2:56][CH2:55][C@H:54]1[C:59](O)=[O:60])=[O:51])([CH3:48])([CH3:47])[CH3:46]. Given the product [C:45]([O:49][C:50](=[O:51])[NH:52][C@@H:53]1[CH2:58][CH2:57][CH2:56][CH2:55][C@@H:54]1[C:59]([N:21]1[CH2:22][CH2:23][CH:18]([N:4]([CH:1]2[CH2:3][CH2:2]2)[S:5]([C:8]2[CH:13]=[CH:12][CH:11]=[C:10]([C:14]([F:17])([F:15])[F:16])[CH:9]=2)(=[O:6])=[O:7])[CH2:19][CH2:20]1)=[O:60])([CH3:48])([CH3:46])[CH3:47], predict the reactants needed to synthesize it. (4) Given the product [S:14]1[C:10]2[CH:9]=[C:4]([C:5]([O:7][CH3:8])=[O:6])[NH:1][C:11]=2[N:12]=[CH:13]1, predict the reactants needed to synthesize it. The reactants are: [N:1](/[C:4](=[CH:9]\[C:10]1[S:14][CH:13]=[N:12][CH:11]=1)/[C:5]([O:7][CH3:8])=[O:6])=[N+]=[N-].C(Cl)Cl.